Dataset: Reaction yield outcomes from USPTO patents with 853,638 reactions. Task: Predict the reaction yield, written as a fraction of the theoretical maximum amount of product (1.0 means a 100% yield; for example, 0.34 means a 34% yield). (1) The reactants are [CH3:1][N:2]([CH3:27])[C:3](=[O:26])[CH2:4][C:5]1[CH:10]=[C:9]([CH3:11])[CH:8]=[CH:7][C:6]=1[NH:12][C:13]1[CH:18]=[CH:17][C:16]([CH:19]=[CH2:20])=[C:15]([C:21]([F:24])([F:23])[F:22])[C:14]=1[F:25].C([O-])([O-])=O.[Cs+].[Cs+].C1C=CC(P(C2C=CC=CC=2)CCCP(C2C=CC=CC=2)C2C=CC=CC=2)=CC=1. The catalyst is CC(O)C. The product is [CH3:27][N:2]([CH3:1])[C:3](=[O:26])[CH2:4][C:5]1[CH:10]=[C:9]([CH3:11])[CH:8]=[CH:7][C:6]=1[NH:12][C:13]1[CH:18]=[CH:17][C:16]([CH2:19][CH3:20])=[C:15]([C:21]([F:22])([F:23])[F:24])[C:14]=1[F:25]. The yield is 0.300. (2) The reactants are [N+:1]([C:4]1[CH:9]=[CH:8][C:7]([CH2:10][C:11]([NH2:13])=[O:12])=[CH:6][CH:5]=1)([O-])=O.[H][H]. The catalyst is CO.[Pd]. The product is [NH2:1][C:4]1[CH:5]=[CH:6][C:7]([CH2:10][C:11]([NH2:13])=[O:12])=[CH:8][CH:9]=1. The yield is 0.900. (3) The reactants are [CH3:1][N:2]1[CH:6]=[C:5]([C:7]([OH:9])=O)[N:4]=[CH:3]1.CN(C(ON1N=NC2C=CC=CC1=2)=[N+](C)C)C.F[P-](F)(F)(F)(F)F.CCN(C(C)C)C(C)C.[CH3:43][O:44][C:45]1[N:50]=[CH:49][C:48]([N:51]2[CH2:56][CH2:55][O:54][C:53]3[CH:57]=[N:58][C:59]([O:61][C@H:62]4[CH2:66][CH2:65][NH:64][CH2:63]4)=[CH:60][C:52]2=3)=[CH:47][C:46]=1[CH3:67]. The catalyst is CN(C=O)C.O. The product is [CH3:43][O:44][C:45]1[N:50]=[CH:49][C:48]([N:51]2[CH2:56][CH2:55][O:54][C:53]3[CH:57]=[N:58][C:59]([O:61][C@H:62]4[CH2:66][CH2:65][N:64]([C:7]([C:5]5[N:4]=[CH:3][N:2]([CH3:1])[CH:6]=5)=[O:9])[CH2:63]4)=[CH:60][C:52]2=3)=[CH:47][C:46]=1[CH3:67]. The yield is 0.490. (4) The reactants are [O:1]1[C:5]2[CH:6]=[CH:7][CH:8]=[CH:9][C:4]=2[NH:3][C:2]1=[O:10].FC(F)(F)C(O)=[O:14]. No catalyst specified. The product is [OH:14][C:8]1[CH:7]=[CH:6][C:5]2[O:1][C:2](=[O:10])[NH:3][C:4]=2[CH:9]=1. The yield is 0.480. (5) The reactants are Cl.C(OCC)C.[CH2:7]([N:11]([C:20]1[CH:25]=[CH:24][C:23]([C:26]2[CH:31]=[CH:30][C:29]([NH:32][C:33]([C:35]3[CH:40]=[C:39]([N+:41]([O-:43])=[O:42])[CH:38]=[CH:37][C:36]=3[Cl:44])=[O:34])=[CH:28][CH:27]=2)=[CH:22][CH:21]=1)[CH2:12][CH2:13][CH2:14][CH2:15][CH2:16][CH2:17][CH2:18][CH3:19])[CH2:8][CH2:9][CH3:10]. The catalyst is C(OCC)C. The product is [ClH:44].[CH2:7]([N:11]([C:20]1[CH:25]=[CH:24][C:23]([C:26]2[CH:31]=[CH:30][C:29]([NH:32][C:33]([C:35]3[CH:40]=[C:39]([N+:41]([O-:43])=[O:42])[CH:38]=[CH:37][C:36]=3[Cl:44])=[O:34])=[CH:28][CH:27]=2)=[CH:22][CH:21]=1)[CH2:12][CH2:13][CH2:14][CH2:15][CH2:16][CH2:17][CH2:18][CH3:19])[CH2:8][CH2:9][CH3:10]. The yield is 0.770. (6) The reactants are [Cl:1][C:2]1[CH:7]=[CH:6][C:5]([CH2:8][C:9]2[C:14]3[CH:15]=[N:16][CH:17]=[CH:18][C:13]=3[C:12](=[O:19])[N:11]([CH2:20][C@H:21]3[CH2:25][CH2:24][CH2:23][N:22]3[CH2:26][CH2:27][C:28](O)=[O:29])[N:10]=2)=[CH:4][CH:3]=1.C1CN([P+](ON2N=NC3C=CC=CC2=3)(N2CCCC2)N2CCCC2)CC1.F[P-](F)(F)(F)(F)F.C(N(C(C)C)CC)(C)C.O[NH:74][C:75](=[NH:79])[CH2:76][O:77][CH3:78]. The catalyst is CN(C=O)C.N1C=CC=CC=1.C(N(CC)CC)C. The product is [ClH:1].[Cl:1][C:2]1[CH:3]=[CH:4][C:5]([CH2:8][C:9]2[C:14]3[CH:15]=[N:16][CH:17]=[CH:18][C:13]=3[C:12](=[O:19])[N:11]([CH2:20][C@H:21]3[CH2:25][CH2:24][CH2:23][N:22]3[CH2:26][CH2:27][C:28]3[O:29][N:79]=[C:75]([CH2:76][O:77][CH3:78])[N:74]=3)[N:10]=2)=[CH:6][CH:7]=1. The yield is 0.170. (7) The reactants are [CH:1]1([N:6]2[CH2:11][CH2:10][N:9]([C:12]([C:14]3[CH:15]=[C:16]4[C:20](=[CH:21][CH:22]=3)[NH:19][C:18]([C:23]([N:25]3[CH2:30][CH2:29][C:28]([F:32])([F:31])[CH2:27][CH2:26]3)=[O:24])=[CH:17]4)=[O:13])[CH2:8][CH2:7]2)[CH2:5][CH2:4][CH2:3][CH2:2]1.[C:33]([C:35]1[CH:40]=[CH:39][C:38](B(O)O)=[CH:37][CH:36]=1)#[N:34].N1C=CC=CC=1. The catalyst is ClCCl.C([O-])(=O)C.[Cu+2].C([O-])(=O)C. The product is [CH:1]1([N:6]2[CH2:7][CH2:8][N:9]([C:12]([C:14]3[CH:15]=[C:16]4[C:20](=[CH:21][CH:22]=3)[N:19]([C:38]3[CH:39]=[CH:40][C:35]([C:33]#[N:34])=[CH:36][CH:37]=3)[C:18]([C:23]([N:25]3[CH2:26][CH2:27][C:28]([F:31])([F:32])[CH2:29][CH2:30]3)=[O:24])=[CH:17]4)=[O:13])[CH2:10][CH2:11]2)[CH2:5][CH2:4][CH2:3][CH2:2]1. The yield is 0.190. (8) The reactants are [Br:1][C:2]1[C:3](=[O:28])[N:4]([CH2:19][C:20]2[CH:25]=[N:24][C:23]([CH2:26][OH:27])=[CH:22][N:21]=2)[C:5]([CH3:18])=[CH:6][C:7]=1[O:8][CH2:9][C:10]1[CH:15]=[CH:14][C:13]([F:16])=[CH:12][C:11]=1[F:17].[H-].[Na+].[CH3:31][O:32][CH2:33][CH2:34]Br. The catalyst is CC(N(C)C)=O. The product is [Br:1][C:2]1[C:3](=[O:28])[N:4]([CH2:19][C:20]2[CH:25]=[N:24][C:23]([CH2:26][O:27][CH2:34][CH2:33][O:32][CH3:31])=[CH:22][N:21]=2)[C:5]([CH3:18])=[CH:6][C:7]=1[O:8][CH2:9][C:10]1[CH:15]=[CH:14][C:13]([F:16])=[CH:12][C:11]=1[F:17]. The yield is 0.800. (9) The reactants are CN(C)C=O.[F:6][C:7]1[CH:8]=[CH:9][C:10]([CH2:13][OH:14])=[N:11][CH:12]=1.[H-].[Na+].[F:17][C:18]1[CH:19]=[C:20]([CH:23]=[CH:24][C:25]=1F)[CH:21]=[O:22]. The catalyst is O. The product is [F:17][C:18]1[CH:19]=[C:20]([CH:23]=[CH:24][C:25]=1[O:14][CH2:13][C:10]1[CH:9]=[CH:8][C:7]([F:6])=[CH:12][N:11]=1)[CH:21]=[O:22]. The yield is 0.422.